Regression. Given two drug SMILES strings and cell line genomic features, predict the synergy score measuring deviation from expected non-interaction effect. From a dataset of NCI-60 drug combinations with 297,098 pairs across 59 cell lines. (1) Drug 1: CC1=C(C=C(C=C1)NC2=NC=CC(=N2)N(C)C3=CC4=NN(C(=C4C=C3)C)C)S(=O)(=O)N.Cl. Drug 2: C1=NC(=NC(=O)N1C2C(C(C(O2)CO)O)O)N. Cell line: RPMI-8226. Synergy scores: CSS=9.36, Synergy_ZIP=-4.47, Synergy_Bliss=-0.919, Synergy_Loewe=-40.0, Synergy_HSA=-7.77. (2) Drug 1: CC1=C(C(CCC1)(C)C)C=CC(=CC=CC(=CC(=O)O)C)C. Drug 2: CCN(CC)CCNC(=O)C1=C(NC(=C1C)C=C2C3=C(C=CC(=C3)F)NC2=O)C. Cell line: NCI-H460. Synergy scores: CSS=1.29, Synergy_ZIP=1.03, Synergy_Bliss=2.46, Synergy_Loewe=-1.52, Synergy_HSA=-1.31. (3) Drug 1: CC1C(C(CC(O1)OC2CC(OC(C2O)C)OC3=CC4=CC5=C(C(=O)C(C(C5)C(C(=O)C(C(C)O)O)OC)OC6CC(C(C(O6)C)O)OC7CC(C(C(O7)C)O)OC8CC(C(C(O8)C)O)(C)O)C(=C4C(=C3C)O)O)O)O. Drug 2: CC(C)CN1C=NC2=C1C3=CC=CC=C3N=C2N. Cell line: HCT-15. Synergy scores: CSS=24.0, Synergy_ZIP=-2.50, Synergy_Bliss=-1.43, Synergy_Loewe=-4.51, Synergy_HSA=-1.19. (4) Drug 1: C1=CN(C(=O)N=C1N)C2C(C(C(O2)CO)O)O.Cl. Drug 2: CCC(=C(C1=CC=CC=C1)C2=CC=C(C=C2)OCCN(C)C)C3=CC=CC=C3.C(C(=O)O)C(CC(=O)O)(C(=O)O)O. Cell line: M14. Synergy scores: CSS=48.4, Synergy_ZIP=1.86, Synergy_Bliss=-0.645, Synergy_Loewe=-38.5, Synergy_HSA=-4.53. (5) Drug 1: CCC1=C2CN3C(=CC4=C(C3=O)COC(=O)C4(CC)O)C2=NC5=C1C=C(C=C5)O. Drug 2: CCC1(C2=C(COC1=O)C(=O)N3CC4=CC5=C(C=CC(=C5CN(C)C)O)N=C4C3=C2)O.Cl. Cell line: EKVX. Synergy scores: CSS=12.2, Synergy_ZIP=-4.13, Synergy_Bliss=-2.98, Synergy_Loewe=-0.582, Synergy_HSA=-0.426. (6) Drug 1: C1=NC2=C(N1)C(=S)N=C(N2)N. Drug 2: CC=C1C(=O)NC(C(=O)OC2CC(=O)NC(C(=O)NC(CSSCCC=C2)C(=O)N1)C(C)C)C(C)C. Cell line: OVCAR-8. Synergy scores: CSS=46.1, Synergy_ZIP=-2.26, Synergy_Bliss=-1.89, Synergy_Loewe=-6.76, Synergy_HSA=0.943.